From a dataset of Catalyst prediction with 721,799 reactions and 888 catalyst types from USPTO. Predict which catalyst facilitates the given reaction. Product: [S:42]1[C:46]2[CH:47]=[CH:48][CH:49]=[CH:50][C:45]=2[CH:44]=[C:43]1[S:51]([O:1][C:2]1[CH:10]=[CH:9][C:8]([C:11]2[N:12]([C:27]([O:29][C:30]([CH3:31])([CH3:33])[CH3:32])=[O:28])[C:13]3[C:18]([CH:19]=2)=[CH:17][C:16]([CH2:20][N:21]2[CH2:26][CH2:25][CH2:24][CH2:23][CH2:22]2)=[CH:15][CH:14]=3)=[C:7]2[C:3]=1[CH2:4][NH:5][C:6]2=[O:34])(=[O:53])=[O:52]. The catalyst class is: 10. Reactant: [OH:1][C:2]1[CH:10]=[CH:9][C:8]([C:11]2[N:12]([C:27]([O:29][C:30]([CH3:33])([CH3:32])[CH3:31])=[O:28])[C:13]3[C:18]([CH:19]=2)=[CH:17][C:16]([CH2:20][N:21]2[CH2:26][CH2:25][CH2:24][CH2:23][CH2:22]2)=[CH:15][CH:14]=3)=[C:7]2[C:3]=1[CH2:4][NH:5][C:6]2=[O:34].C(N(CC)CC)C.[S:42]1[C:46]2[CH:47]=[CH:48][CH:49]=[CH:50][C:45]=2[CH:44]=[C:43]1[S:51](Cl)(=[O:53])=[O:52].